Dataset: Reaction yield outcomes from USPTO patents with 853,638 reactions. Task: Predict the reaction yield, written as a fraction of the theoretical maximum amount of product (1.0 means a 100% yield; for example, 0.34 means a 34% yield). (1) The reactants are [NH:1]1[C:5]2[CH:6]=[CH:7][C:8]([C:10]([OH:12])=O)=[CH:9][C:4]=2[N:3]=[CH:2]1.[CH3:13][O:14][C:15]1[C:28]2[CH2:27][CH2:26][C@H:25]3[C@@H:20]([CH2:21][CH2:22][CH2:23][NH:24]3)[C:19]=2[CH:18]=[CH:17][CH:16]=1. No catalyst specified. The product is [NH:1]1[C:5]2[CH:6]=[CH:7][C:8]([C:10]([N:24]3[C@@H:25]4[C@H:20]([C:19]5[CH:18]=[CH:17][CH:16]=[C:15]([O:14][CH3:13])[C:28]=5[CH2:27][CH2:26]4)[CH2:21][CH2:22][CH2:23]3)=[O:12])=[CH:9][C:4]=2[N:3]=[CH:2]1. The yield is 0.490. (2) The catalyst is CC(C)=O.C(OCC)C. The yield is 0.860. The product is [CH3:1][NH:2][CH2:3][CH2:4][C@H:5]([O:11][C:12]1[CH:13]=[CH:14][CH:15]=[C:16]2[CH:21]=[CH:20][CH:19]=[CH:18][C:17]=12)[C:6]1[S:10][CH:9]=[CH:8][CH:7]=1.[ClH:22]. The reactants are [CH3:1][NH:2][CH2:3][CH2:4][C@H:5]([O:11][C:12]1[CH:13]=[CH:14][CH:15]=[C:16]2[CH:21]=[CH:20][CH:19]=[CH:18][C:17]=12)[C:6]1[S:10][CH:9]=[CH:8][CH:7]=1.[ClH:22]. (3) The reactants are [CH2:1]([O:4][C:5]1([CH3:52])[CH2:10][CH2:9][N:8]([C:11]2[N:16]3[CH:17]=[C:18]([C:20]4[CH:21]=[C:22]([C:26]5[CH:31]=[C:30]([F:32])[C:29]([F:33])=[CH:28][C:27]=5[O:34][C@H:35]([CH2:37]C=C)[CH3:36])[CH:23]=[CH:24][CH:25]=4)[N:19]=[C:15]3[C:14]([CH3:40])=[C:13]([CH3:41])[C:12]=2[C@H:42]([O:47][C:48]([CH3:51])([CH3:50])[CH3:49])[C:43]([O:45][CH3:46])=[O:44])[CH2:7][CH2:6]1)[CH:2]=[CH2:3].C(O[C@@H](C1C(C)=CC2=NC3=CN2C=1N1CCC(C)(OCC=CC[C@H](C)OC2C=C(F)C=CC=2C2C=C3C=CC=2)CC1)C(OC)=O)(C)(C)C. No catalyst specified. The product is [C:48]([O:47][C@@H:42]([C:12]1[C:13]([CH3:41])=[C:14]([CH3:40])[C:15]2=[N:19][C:18]3=[CH:17][N:16]2[C:11]=1[N:8]1[CH2:9][CH2:10][C:5]([CH3:52])([O:4][CH2:1][CH:2]=[CH:3][CH2:37][C@H:35]([CH3:36])[O:34][C:27]2[CH:28]=[C:29]([F:33])[C:30]([F:32])=[CH:31][C:26]=2[C:22]2[CH:21]=[C:20]3[CH:25]=[CH:24][CH:23]=2)[CH2:6][CH2:7]1)[C:43]([O:45][CH3:46])=[O:44])([CH3:49])([CH3:51])[CH3:50]. The yield is 0.830. (4) The reactants are [F:1][C:2]1[CH:7]=[C:6]([C:8]2[CH:9]=[C:10]3[C:16]([C:17]4[CH:18]=[N:19][N:20]([CH2:22][C:23]5[CH:28]=[CH:27][CH:26]=[C:25]([F:29])[CH:24]=5)[CH:21]=4)=[CH:15][NH:14][C:11]3=[N:12][CH:13]=2)[CH:5]=[CH:4][C:3]=1[CH:30]1[CH2:35][CH2:34][N:33](C(OC(C)(C)C)=O)[CH2:32][CH2:31]1. The catalyst is C(O)(C(F)(F)F)=O.C(Cl)Cl. The product is [F:1][C:2]1[CH:7]=[C:6]([C:8]2[CH:9]=[C:10]3[C:16]([C:17]4[CH:18]=[N:19][N:20]([CH2:22][C:23]5[CH:28]=[CH:27][CH:26]=[C:25]([F:29])[CH:24]=5)[CH:21]=4)=[CH:15][NH:14][C:11]3=[N:12][CH:13]=2)[CH:5]=[CH:4][C:3]=1[CH:30]1[CH2:35][CH2:34][NH:33][CH2:32][CH2:31]1. The yield is 0.196. (5) The reactants are [OH:1][C:2]1[C:11]([OH:12])=[C:10]2[C:5]([C:6]([C:14]3[CH:19]=[CH:18][CH:17]=[CH:16][CH:15]=3)=[CH:7][C:8](=[O:13])[O:9]2)=[CH:4][CH:3]=1.[O:20]1[CH:25]=[CH:24][CH2:23][CH2:22][CH2:21]1.C1(C)C=CC(S([O-])(=O)=O)=CC=1.[NH+]1C=CC=CC=1. The catalyst is C1COCC1.C(Cl)Cl.CCOC(C)=O. The product is [OH:12][C:11]1[C:2]([O:1][CH:21]2[CH2:22][CH2:23][CH2:24][CH2:25][O:20]2)=[CH:3][CH:4]=[C:5]2[C:10]=1[O:9][C:8](=[O:13])[CH:7]=[C:6]2[C:14]1[CH:15]=[CH:16][CH:17]=[CH:18][CH:19]=1. The yield is 0.260.